From a dataset of Full USPTO retrosynthesis dataset with 1.9M reactions from patents (1976-2016). Predict the reactants needed to synthesize the given product. (1) Given the product [OH:24][C@@H:20]([C:16]1[CH:17]=[CH:18][CH:19]=[C:14]([NH:13][CH2:11][CH:8]2[CH2:7][CH2:6][O:5][CH2:10][CH2:9]2)[CH:15]=1)[CH2:21][C:22]#[N:23], predict the reactants needed to synthesize it. The reactants are: CC(O)=O.[O:5]1[CH2:10][CH2:9][CH:8]([CH:11]=O)[CH2:7][CH2:6]1.[NH2:13][C:14]1[CH:15]=[C:16]([C@H:20]([OH:24])[CH2:21][C:22]#[N:23])[CH:17]=[CH:18][CH:19]=1.[BH-](OC(C)=O)(OC(C)=O)OC(C)=O.[Na+]. (2) Given the product [CH:9]1([N:15]([CH3:18])[C:16]([NH:2][CH:3]2[CH2:8][CH2:7][CH2:6][CH2:5][CH2:4]2)=[O:17])[CH2:14][CH2:13][CH2:12][CH2:11][CH2:10]1, predict the reactants needed to synthesize it. The reactants are: C[NH:2][CH:3]1[CH2:8][CH2:7][CH2:6][CH2:5][CH2:4]1.[CH:9]1([N:15]=[C:16]=[O:17])[CH2:14][CH2:13][CH2:12][CH2:11][CH2:10]1.[CH3:18]CCCCC. (3) Given the product [Br:37][C:10]1[S:11][C:12]2[C:17]([NH:18][C@H:19]([CH3:22])[CH2:20][OH:21])=[N:16][C:15]([S:23][CH2:24][C:25]3[CH:30]=[CH:29][CH:28]=[CH:27][C:26]=3[F:31])=[N:14][C:13]=2[N:32]=1, predict the reactants needed to synthesize it. The reactants are: N(OCCC(C)C)=O.N[C:10]1[S:11][C:12]2[C:17]([NH:18][C@H:19]([CH3:22])[CH2:20][OH:21])=[N:16][C:15]([S:23][CH2:24][C:25]3[CH:30]=[CH:29][CH:28]=[CH:27][C:26]=3[F:31])=[N:14][C:13]=2[N:32]=1.C(#N)C.C(Br)(Br)[Br:37].